Dataset: Forward reaction prediction with 1.9M reactions from USPTO patents (1976-2016). Task: Predict the product of the given reaction. (1) The product is: [CH3:1][N:2]1[CH:6]=[C:5]([NH:7][C:9]2[N:14]=[C:13]3[NH:15][N:16]=[CH:17][C:12]3=[CH:11][N:10]=2)[CH:4]=[N:3]1. Given the reactants [CH3:1][N:2]1[CH:6]=[C:5]([NH2:7])[CH:4]=[N:3]1.Cl[C:9]1[N:14]=[C:13]2[NH:15][N:16]=[CH:17][C:12]2=[CH:11][N:10]=1.Cl, predict the reaction product. (2) Given the reactants [C:1]([O-:20])(=[O:19])[CH2:2][CH2:3][CH2:4][CH2:5][CH2:6][CH2:7][CH2:8][CH2:9][CH2:10][CH2:11][CH2:12][CH2:13][CH2:14][CH2:15][CH2:16][CH2:17][CH3:18].[Na+].[N+]([O-])([O-])=O.[Ag+:26], predict the reaction product. The product is: [C:1]([O-:20])(=[O:19])[CH2:2][CH2:3][CH2:4][CH2:5][CH2:6][CH2:7][CH2:8][CH2:9][CH2:10][CH2:11][CH2:12][CH2:13][CH2:14][CH2:15][CH2:16][CH2:17][CH3:18].[Ag+:26]. (3) Given the reactants [Cl:1][C:2]1[N:7]=[C:6]([NH:8][CH:9]2[CH2:12][CH2:11][CH2:10]2)[C:5]([NH2:13])=[C:4]([Cl:14])[N:3]=1.[C:15](OC(OCC)OCC)(=O)C, predict the reaction product. The product is: [Cl:1][C:2]1[N:7]=[C:6]2[C:5]([N:13]=[CH:15][N:8]2[CH:9]2[CH2:10][CH2:11][CH2:12]2)=[C:4]([Cl:14])[N:3]=1. (4) Given the reactants [C:1]([NH:4][C:5]([CH2:16][CH2:17][C:18]1[CH:23]=[CH:22][C:21]([O:24][C:25]2[CH:30]=[CH:29][C:28]([C:31]3[N:32]=[C:33]([CH2:36][CH3:37])[O:34][CH:35]=3)=[CH:27][CH:26]=2)=[CH:20][CH:19]=1)([C:11](OCC)=[O:12])[C:6](OCC)=[O:7])(=[O:3])[CH3:2].OP([O-])([O-])=O.[K+].[K+].[BH4-].[Na+].[OH-].[Na+], predict the reaction product. The product is: [CH2:36]([C:33]1[O:34][CH:35]=[C:31]([C:28]2[CH:27]=[CH:26][C:25]([O:24][C:21]3[CH:22]=[CH:23][C:18]([CH2:17][CH2:16][C:5]([NH:4][C:1](=[O:3])[CH3:2])([CH2:6][OH:7])[CH2:11][OH:12])=[CH:19][CH:20]=3)=[CH:30][CH:29]=2)[N:32]=1)[CH3:37]. (5) The product is: [CH3:12][O:11][C:4]1[CH:3]=[C:2]([N:31]2[CH2:32][CH2:33][C:28]3([O:27][CH2:26][CH2:25][O:24]3)[CH2:29][CH2:30]2)[CH:7]=[CH:6][C:5]=1[N+:8]([O-:10])=[O:9]. Given the reactants F[C:2]1[CH:7]=[CH:6][C:5]([N+:8]([O-:10])=[O:9])=[C:4]([O:11][CH3:12])[CH:3]=1.C(=O)([O-])[O-].[K+].[K+].CN(C)C=O.[O:24]1[C:28]2([CH2:33][CH2:32][NH:31][CH2:30][CH2:29]2)[O:27][CH2:26][CH2:25]1, predict the reaction product.